From a dataset of Full USPTO retrosynthesis dataset with 1.9M reactions from patents (1976-2016). Predict the reactants needed to synthesize the given product. (1) The reactants are: [CH3:1][O:2][CH2:3][N:4]1[C:8]2[CH:9]=[CH:10][CH:11]=[CH:12][C:7]=2[N:6]=[CH:5]1.C([Li])CCC.CON(C)[C:21]([CH:23]1[CH2:26][CH:25]([NH:27][C:28]2[C:33]([N+:34]([O-:36])=[O:35])=[CH:32][CH:31]=[CH:30][N:29]=2)[CH2:24]1)=[O:22]. Given the product [CH3:1][O:2][CH2:3][N:4]1[C:8]2[CH:9]=[CH:10][CH:11]=[CH:12][C:7]=2[N:6]=[C:5]1[C:21]([CH:23]1[CH2:24][CH:25]([NH:27][C:28]2[C:33]([N+:34]([O-:36])=[O:35])=[CH:32][CH:31]=[CH:30][N:29]=2)[CH2:26]1)=[O:22], predict the reactants needed to synthesize it. (2) The reactants are: [OH:1][C@:2]1([CH2:9][NH:10][C:11]([C:13]2[C:14]3[CH:15]=[CH:16][C:17](Cl)=[N:18][C:19]=3[CH:20]=[CH:21][C:22]=2[Cl:23])=[O:12])[CH2:7][CH2:6][CH2:5][C@@H:4]([CH3:8])[CH2:3]1.CCN(C(C)C)C(C)C.[F:34][C@H:35]1[CH2:39][CH2:38][NH:37][CH2:36]1. Given the product [OH:1][C@:2]1([CH2:9][NH:10][C:11]([C:13]2[C:14]3[CH:15]=[CH:16][C:17]([N:37]4[CH2:38][CH2:39][C@H:35]([F:34])[CH2:36]4)=[N:18][C:19]=3[CH:20]=[CH:21][C:22]=2[Cl:23])=[O:12])[CH2:7][CH2:6][CH2:5][C@@H:4]([CH3:8])[CH2:3]1, predict the reactants needed to synthesize it. (3) Given the product [CH:1]1([NH:4][C:5](=[O:6])[C:7]2[CH:12]=[C:11]([C:13]3[CH:14]=[C:15]4[C:19](=[CH:20][CH:21]=3)[N:18]([CH2:22][C:23]([NH:36][CH2:35][C:34]3[CH:37]=[CH:38][C:31]([O:30][CH3:29])=[CH:32][CH:33]=3)=[O:24])[N:17]=[CH:16]4)[C:10]([CH3:27])=[C:9]([F:28])[CH:8]=2)[CH2:3][CH2:2]1, predict the reactants needed to synthesize it. The reactants are: [CH:1]1([NH:4][C:5]([C:7]2[CH:8]=[C:9]([F:28])[C:10]([CH3:27])=[C:11]([C:13]3[CH:14]=[C:15]4[C:19](=[CH:20][CH:21]=3)[N:18]([CH2:22][C:23](OC)=[O:24])[N:17]=[CH:16]4)[CH:12]=2)=[O:6])[CH2:3][CH2:2]1.[CH3:29][O:30][C:31]1[CH:38]=[CH:37][C:34]([CH2:35][NH2:36])=[CH:33][CH:32]=1. (4) Given the product [C:16]([N:35]1[CH:39]=[C:38]([CH:40]([NH:2][CH2:3][CH2:4][CH2:5][C:6]([O:8][CH2:9][CH3:10])=[O:7])[CH2:41][CH3:42])[N:37]=[CH:36]1)([C:23]1[CH:24]=[CH:25][CH:26]=[CH:27][CH:28]=1)([C:29]1[CH:34]=[CH:33][CH:32]=[CH:31][CH:30]=1)[C:17]1[CH:22]=[CH:21][CH:20]=[CH:19][CH:18]=1, predict the reactants needed to synthesize it. The reactants are: Cl.[NH2:2][CH2:3][CH2:4][CH2:5][C:6]([O:8][CH2:9][CH3:10])=[O:7].C([O-])(=O)C.[Na+].[C:16]([N:35]1[CH:39]=[C:38]([C:40](=O)[CH2:41][CH3:42])[N:37]=[CH:36]1)([C:29]1[CH:34]=[CH:33][CH:32]=[CH:31][CH:30]=1)([C:23]1[CH:28]=[CH:27][CH:26]=[CH:25][CH:24]=1)[C:17]1[CH:22]=[CH:21][CH:20]=[CH:19][CH:18]=1.[BH3-]C#N.[Na+].[O-]S([O-])(=O)=O.[Na+].[Na+]. (5) Given the product [Br:32][C:33]1[CH:34]=[CH:35][C:36]([C:39]([C:19]2[S:20][C:16]([C:14]3[CH:13]=[C:12]([NH:21][C:22]4[CH:1]=[C:26]([C:28]([F:29])([F:30])[F:31])[CH:25]=[CH:24][N:23]=4)[CH:11]=[C:10]([CH3:9])[CH:15]=3)=[CH:17][N:18]=2)([OH:41])[CH3:40])=[N:37][CH:38]=1, predict the reactants needed to synthesize it. The reactants are: [CH:1]([N-]C(C)C)(C)C.[Li+].[CH3:9][C:10]1[CH:11]=[C:12]([NH:21][C:22]2N=[C:26]([C:28]([F:31])([F:30])[F:29])[CH:25]=[CH:24][N:23]=2)[CH:13]=[C:14]([C:16]2[S:20][CH:19]=[N:18][CH:17]=2)[CH:15]=1.[Br:32][C:33]1[CH:34]=[CH:35][C:36]([C:39](=[O:41])[CH3:40])=[N:37][CH:38]=1. (6) Given the product [N:10]1([C:7]2[CH:6]=[CH:5][C:4]([NH:1][OH:2])=[CH:9][CH:8]=2)[C:18]2[CH:17]=[CH:16][N:15]=[CH:14][C:13]=2[N:12]=[CH:11]1, predict the reactants needed to synthesize it. The reactants are: [N+:1]([C:4]1[CH:9]=[CH:8][C:7]([N:10]2[C:18]3[CH:17]=[CH:16][N:15]=[CH:14][C:13]=3[N:12]=[CH:11]2)=[CH:6][CH:5]=1)([O-])=[O:2].[Cl-].[NH4+]. (7) The reactants are: [C:1]([O:5][C:6](=[O:17])[CH2:7]/[N:8]=[CH:9]/[CH2:10][C:11]1([CH2:15][CH3:16])[CH2:14][O:13][CH2:12]1)([CH3:4])([CH3:3])[CH3:2].[Cl:18][C:19]1[C:20]([F:37])=[C:21](/[CH:25]=[C:26](/[C:29]2[CH:34]=[CH:33][C:32]([Cl:35])=[CH:31][C:30]=2[F:36])\[C:27]#[N:28])[CH:22]=[CH:23][CH:24]=1.C(N(CC)CC)C.C1CCN2C(=NCCC2)CC1. Given the product [C:1]([O:5][C:6]([CH:7]1[CH:25]([C:21]2[CH:22]=[CH:23][CH:24]=[C:19]([Cl:18])[C:20]=2[F:37])[C:26]([C:29]2[CH:34]=[CH:33][C:32]([Cl:35])=[CH:31][C:30]=2[F:36])([C:27]#[N:28])[CH:9]([CH2:10][C:11]2([CH2:15][CH3:16])[CH2:12][O:13][CH2:14]2)[NH:8]1)=[O:17])([CH3:4])([CH3:3])[CH3:2], predict the reactants needed to synthesize it.